From a dataset of Forward reaction prediction with 1.9M reactions from USPTO patents (1976-2016). Predict the product of the given reaction. Given the reactants [OH:1][C:2]1[CH:6]=[C:5]([CH:7]([CH3:9])[CH3:8])[S:4][C:3]=1[C:10]([C:12]1[CH:17]=[CH:16][C:15]([O:18][CH3:19])=[CH:14][CH:13]=1)=[O:11].[C:20]([O:23][CH:24]1[CH:29]([O:30][C:31](=[O:33])[CH3:32])[CH:28]([O:34][C:35](=[O:37])[CH3:36])[CH:27]([CH2:38][O:39][C:40](=[O:42])[CH3:41])[O:26][CH:25]1Br)(=[O:22])[CH3:21].C(=O)([O-])[O-].[K+].[K+].O, predict the reaction product. The product is: [C:20]([O:23][CH:24]1[CH:29]([O:30][C:31](=[O:33])[CH3:32])[CH:28]([O:34][C:35](=[O:37])[CH3:36])[CH:27]([CH2:38][O:39][C:40](=[O:42])[CH3:41])[O:26][CH:25]1[O:1][C:2]1[CH:6]=[C:5]([CH:7]([CH3:9])[CH3:8])[S:4][C:3]=1[C:10](=[O:11])[C:12]1[CH:13]=[CH:14][C:15]([O:18][CH3:19])=[CH:16][CH:17]=1)(=[O:22])[CH3:21].